From a dataset of Reaction yield outcomes from USPTO patents with 853,638 reactions. Predict the reaction yield, written as a fraction of the theoretical maximum amount of product (1.0 means a 100% yield; for example, 0.34 means a 34% yield). (1) The reactants are [CH3:1][C:2]1[CH:7]=[C:6]([CH3:8])[CH:5]=[CH:4][C:3]=1[C:9]1[O:13][C:12]([NH2:14])=[N:11][N:10]=1.C([O-])([O-])=O.[K+].[K+].Br.Br[CH2:23][C:24]1[CH:29]=[CH:28][CH:27]=[CH:26][N:25]=1. The catalyst is C(#N)C. The product is [CH3:1][C:2]1[CH:7]=[C:6]([CH3:8])[CH:5]=[CH:4][C:3]=1[C:9]1[O:13][C:12]([NH:14][CH2:23][C:24]2[CH:29]=[CH:28][CH:27]=[CH:26][N:25]=2)=[N:11][N:10]=1. The yield is 0.970. (2) The product is [Cl:25][CH2:24][CH2:23][CH2:22][N:6]1[C:5]2[CH:4]=[C:3]([C:2]([F:1])([F:17])[F:18])[CH:16]=[CH:15][C:14]=2[S:13][C:12]2[C:7]1=[CH:8][CH:9]=[CH:10][CH:11]=2. The yield is 0.580. The catalyst is C1(C)C=CC=CC=1. The reactants are [F:1][C:2]([F:18])([F:17])[C:3]1[CH:16]=[CH:15][C:14]2[S:13][C:12]3[C:7](=[CH:8][CH:9]=[CH:10][CH:11]=3)[NH:6][C:5]=2[CH:4]=1.[H-].[Na+].Br[CH2:22][CH2:23][CH2:24][Cl:25].